This data is from Catalyst prediction with 721,799 reactions and 888 catalyst types from USPTO. The task is: Predict which catalyst facilitates the given reaction. (1) Reactant: [Br:1][C:2]1[S:6][C:5]([C:7]([C@H:9]2[CH2:14][CH2:13][C@H:12]([C:15]([O:17][CH2:18][CH3:19])=[O:16])[CH2:11][CH2:10]2)=[CH2:8])=[N:4][CH:3]=1.ClC1C=CC=C(C(OO)=[O:28])C=1. Product: [Br:1][C:2]1[S:6][C:5]([C:7]2([C@H:9]3[CH2:14][CH2:13][C@H:12]([C:15]([O:17][CH2:18][CH3:19])=[O:16])[CH2:11][CH2:10]3)[CH2:8][O:28]2)=[N:4][CH:3]=1. The catalyst class is: 4. (2) Reactant: [NH2:1][C:2]1[CH:3]=[C:4]2[C:9](=[C:10]([Cl:12])[CH:11]=1)[N:8]=[CH:7][C:6]([C:13]#[N:14])=[C:5]2[NH:15][C:16]1[CH:21]=[CH:20][C:19]([F:22])=[C:18]([Cl:23])[CH:17]=1.[CH3:24][S:25]([C:28]1[N:33]=[C:32]([CH:34]=O)[CH:31]=[CH:30][N:29]=1)(=[O:27])=[O:26].[BH3-]C#N.[Na+]. Product: [Cl:12][C:10]1[CH:11]=[C:2]([NH:1][CH2:34][C:32]2[CH:31]=[CH:30][N:29]=[C:28]([S:25]([CH3:24])(=[O:27])=[O:26])[N:33]=2)[CH:3]=[C:4]2[C:9]=1[N:8]=[CH:7][C:6]([C:13]#[N:14])=[C:5]2[NH:15][C:16]1[CH:21]=[CH:20][C:19]([F:22])=[C:18]([Cl:23])[CH:17]=1. The catalyst class is: 14. (3) Reactant: [NH2:1][C:2]1[CH:3]=[C:4]([CH:17]=[CH:18][CH:19]=1)[CH2:5][C:6]1[C:15]2[CH2:14][CH2:13][CH2:12][CH2:11][C:10]=2[C:9](=[O:16])[NH:8][N:7]=1.[Cl:20][CH2:21][CH2:22][CH2:23][C:24](Cl)=[O:25]. Product: [Cl:20][CH2:21][CH2:22][CH2:23][C:24]([NH:1][C:2]1[CH:19]=[CH:18][CH:17]=[C:4]([CH2:5][C:6]2[C:15]3[CH2:14][CH2:13][CH2:12][CH2:11][C:10]=3[C:9](=[O:16])[NH:8][N:7]=2)[CH:3]=1)=[O:25]. The catalyst class is: 4. (4) Reactant: [CH3:1][O:2][CH:3]([O:6][CH3:7])[CH2:4][NH2:5].[OH-].[Na+].Cl[C:11]([O:13][CH2:14][C:15]1[CH:20]=[CH:19][CH:18]=[CH:17][CH:16]=1)=[O:12]. Product: [CH3:1][O:2][CH:3]([O:6][CH3:7])[CH2:4][NH:5][C:11](=[O:12])[O:13][CH2:14][C:15]1[CH:20]=[CH:19][CH:18]=[CH:17][CH:16]=1. The catalyst class is: 11. (5) Reactant: Br.[C:2]1([C@H:8]2[CH2:17][CH2:16][C:15]3[CH:14]=[C:13]([OH:18])[CH:12]=[CH:11][C:10]=3[C@H:9]2[C:19]2[CH:24]=[CH:23][C:22]([O:25][CH2:26][CH2:27][N:28]3[CH2:32][CH2:31][CH2:30][CH2:29]3)=[CH:21][CH:20]=2)[CH:7]=[CH:6][CH:5]=[CH:4][CH:3]=1.CO.C([O-])(O)=O.[Na+]. Product: [C:2]1([C@H:8]2[CH2:17][CH2:16][C:15]3[CH:14]=[C:13]([OH:18])[CH:12]=[CH:11][C:10]=3[C@H:9]2[C:19]2[CH:24]=[CH:23][C:22]([O:25][CH2:26][CH2:27][N:28]3[CH2:32][CH2:31][CH2:30][CH2:29]3)=[CH:21][CH:20]=2)[CH:7]=[CH:6][CH:5]=[CH:4][CH:3]=1. The catalyst class is: 4. (6) Reactant: Cl.O1CCOCC1.C(OC([NH:15][CH2:16][C@H:17]([C:21]1[CH:26]=[CH:25][C:24]([Cl:27])=[CH:23][CH:22]=1)[C:18]([OH:20])=[O:19])=O)(C)(C)C.O1CCOCC1. Product: [ClH:27].[NH2:15][CH2:16][C@H:17]([C:21]1[CH:22]=[CH:23][C:24]([Cl:27])=[CH:25][CH:26]=1)[C:18]([OH:20])=[O:19]. The catalyst class is: 2. (7) Reactant: [Br:1][C:2]1[CH:10]=[CH:9][C:5]([C:6]([OH:8])=[O:7])=[CH:4][C:3]=1[F:11].[N+:12]([O-])([O-:14])=[O:13].[K+]. Product: [Br:1][C:2]1[C:3]([F:11])=[CH:4][C:5]([C:6]([OH:8])=[O:7])=[C:9]([N+:12]([O-:14])=[O:13])[CH:10]=1. The catalyst class is: 82. (8) Reactant: N.CC(C)([O-:5])C.[K+].[Cl:8][C:9]1[CH:14]=[CH:13][N:12]=[CH:11][C:10]=1[N+:15]([O-:17])=[O:16].C(OO)(C)(C)C. Product: [Cl:8][C:9]1[C:10]([N+:15]([O-:17])=[O:16])=[CH:11][N:12]=[C:13]([OH:5])[CH:14]=1. The catalyst class is: 1.